From a dataset of NCI-60 drug combinations with 297,098 pairs across 59 cell lines. Regression. Given two drug SMILES strings and cell line genomic features, predict the synergy score measuring deviation from expected non-interaction effect. (1) Drug 1: CCCCCOC(=O)NC1=NC(=O)N(C=C1F)C2C(C(C(O2)C)O)O. Drug 2: C1CNP(=O)(OC1)N(CCCl)CCCl. Cell line: NCI-H322M. Synergy scores: CSS=-3.02, Synergy_ZIP=4.08, Synergy_Bliss=4.89, Synergy_Loewe=0.512, Synergy_HSA=-0.110. (2) Drug 1: CN(C)N=NC1=C(NC=N1)C(=O)N. Drug 2: C1C(C(OC1N2C=NC3=C2NC=NCC3O)CO)O. Cell line: UACC-257. Synergy scores: CSS=-8.22, Synergy_ZIP=3.74, Synergy_Bliss=-0.990, Synergy_Loewe=-6.07, Synergy_HSA=-6.89. (3) Synergy scores: CSS=9.01, Synergy_ZIP=-1.38, Synergy_Bliss=0.190, Synergy_Loewe=-0.830, Synergy_HSA=-1.11. Drug 1: C1CCC(C1)C(CC#N)N2C=C(C=N2)C3=C4C=CNC4=NC=N3. Drug 2: C1=CN(C=N1)CC(O)(P(=O)(O)O)P(=O)(O)O. Cell line: SW-620. (4) Drug 1: CC1=CC=C(C=C1)C2=CC(=NN2C3=CC=C(C=C3)S(=O)(=O)N)C(F)(F)F. Drug 2: C1=NC2=C(N=C(N=C2N1C3C(C(C(O3)CO)O)O)F)N. Cell line: A549. Synergy scores: CSS=2.58, Synergy_ZIP=-0.620, Synergy_Bliss=3.45, Synergy_Loewe=-0.958, Synergy_HSA=0.0744. (5) Drug 1: COC1=CC(=CC(=C1O)OC)C2C3C(COC3=O)C(C4=CC5=C(C=C24)OCO5)OC6C(C(C7C(O6)COC(O7)C8=CC=CS8)O)O. Drug 2: CN(CCCl)CCCl.Cl. Cell line: SNB-19. Synergy scores: CSS=47.0, Synergy_ZIP=2.96, Synergy_Bliss=3.90, Synergy_Loewe=-11.8, Synergy_HSA=5.06. (6) Drug 1: C1CCN(CC1)CCOC2=CC=C(C=C2)C(=O)C3=C(SC4=C3C=CC(=C4)O)C5=CC=C(C=C5)O. Drug 2: C1=NNC2=C1C(=O)NC=N2. Cell line: SK-OV-3. Synergy scores: CSS=5.98, Synergy_ZIP=0.678, Synergy_Bliss=3.34, Synergy_Loewe=-50.5, Synergy_HSA=2.57. (7) Drug 1: C1CCC(C1)C(CC#N)N2C=C(C=N2)C3=C4C=CNC4=NC=N3. Drug 2: CC1=C(C(CCC1)(C)C)C=CC(=CC=CC(=CC(=O)O)C)C. Cell line: COLO 205. Synergy scores: CSS=-9.74, Synergy_ZIP=11.2, Synergy_Bliss=6.97, Synergy_Loewe=-3.51, Synergy_HSA=-6.43.